This data is from Forward reaction prediction with 1.9M reactions from USPTO patents (1976-2016). The task is: Predict the product of the given reaction. Given the reactants [H-].[Na+].[Cl:3][C:4]1[CH:9]=[CH:8][C:7]([CH2:10][CH2:11][C:12](=[O:21])[CH2:13][CH2:14][CH2:15][CH2:16][CH2:17][CH2:18][CH2:19]I)=[CH:6][CH:5]=1.[Cl:22][CH:23]([Cl:28])[C:24]([O:26][CH3:27])=[O:25].Cl, predict the reaction product. The product is: [Cl:22][C:23]([Cl:28])([CH2:19][CH2:18][CH2:17][CH2:16][CH2:15][CH2:14][CH2:13][C:12](=[O:21])[CH2:11][CH2:10][C:7]1[CH:8]=[CH:9][C:4]([Cl:3])=[CH:5][CH:6]=1)[C:24]([O:26][CH3:27])=[O:25].